From a dataset of Forward reaction prediction with 1.9M reactions from USPTO patents (1976-2016). Predict the product of the given reaction. (1) Given the reactants Br[C:2]1[CH:7]=[C:6]([C:8]([F:11])([F:10])[F:9])[CH:5]=[CH:4][C:3]=1[CH3:12].N#N.[CH3:15][CH2:16][OH:17].[Li][CH:19](CC)C.C1CCCCC1.B(F)(F)F.C(OCC)C, predict the reaction product. The product is: [CH3:12][C:3]1[CH:4]=[CH:5][C:6]([C:8]([F:11])([F:10])[F:9])=[CH:7][C:2]=1[CH2:15][C@H:16]([OH:17])[CH3:19]. (2) Given the reactants [NH2:1][C:2]1[CH:26]=[C:25]([N+:27]([O-:29])=[O:28])[CH:24]=[CH:23][C:3]=1[NH:4][CH:5]([C:11]1[CH:16]=[CH:15][C:14]([C:17]2[CH:22]=[CH:21][CH:20]=[CH:19][CH:18]=2)=[CH:13][CH:12]=1)[CH2:6][C:7]([O:9][CH3:10])=[O:8].[C:30](O)(=O)C.C(N)=N, predict the reaction product. The product is: [C:14]1([C:17]2[CH:22]=[CH:21][CH:20]=[CH:19][CH:18]=2)[CH:13]=[CH:12][C:11]([CH:5]([N:4]2[C:3]3[CH:23]=[CH:24][C:25]([N+:27]([O-:29])=[O:28])=[CH:26][C:2]=3[N:1]=[CH:30]2)[CH2:6][C:7]([O:9][CH3:10])=[O:8])=[CH:16][CH:15]=1. (3) Given the reactants Cl[C:2]1[N:11]=[C:10]([N:12]([CH3:14])[CH3:13])[C:9]2[CH2:8][CH2:7][CH2:6][CH2:5][C:4]=2[N:3]=1.C(OC(=O)[NH:24][C@H:25]1[CH2:30][CH2:29][C@@H:28]([NH2:31])[CH2:27][CH2:26]1)C1C=CC=CC=1.C([O-])(O)=O.[Na+], predict the reaction product. The product is: [NH2:24][C@@H:25]1[CH2:30][CH2:29][C@H:28]([NH:31][C:2]2[N:11]=[C:10]([N:12]([CH3:14])[CH3:13])[C:9]3[CH2:8][CH2:7][CH2:6][CH2:5][C:4]=3[N:3]=2)[CH2:27][CH2:26]1. (4) Given the reactants C12(CS(O)(=O)=O)C(C)(C)C(CC1)CC2=O.[OH:16][CH:17]1[CH2:23][O:22][C:21]([CH3:25])([CH3:24])[O:20][CH2:19][CH:18]1[CH2:26][NH:27][C:28](=[O:37])[O:29][CH2:30][C:31]1[CH:36]=[CH:35][CH:34]=[CH:33][CH:32]=1.C(Cl)(Cl)Cl.CCOC(C)=O, predict the reaction product. The product is: [CH3:25][C:21]1([CH3:24])[O:20][CH:19]([CH:18]([CH2:17][OH:16])[CH2:26][NH:27][C:28](=[O:37])[O:29][CH2:30][C:31]2[CH:32]=[CH:33][CH:34]=[CH:35][CH:36]=2)[CH2:23][O:22]1. (5) Given the reactants [Cl:1][C:2]1[CH:3]=[C:4]([N:9](O)[C:10]([C:12]2[C:16]([CH2:17][O:18][Si:19]([CH:26]([CH3:28])[CH3:27])([CH:23]([CH3:25])[CH3:24])[CH:20]([CH3:22])[CH3:21])=[N:15][O:14][N:13]=2)=[NH:11])[CH:5]=[CH:6][C:7]=1[F:8].C1N=CN([C:35](N2C=NC=C2)=[O:36])C=1.[O:42]1CCCC1, predict the reaction product. The product is: [Cl:1][C:2]1[CH:3]=[C:4]([N:9]2[C:35](=[O:36])[O:42][N:11]=[C:10]2[C:12]2[C:16]([CH2:17][O:18][Si:19]([CH:23]([CH3:24])[CH3:25])([CH:26]([CH3:28])[CH3:27])[CH:20]([CH3:21])[CH3:22])=[N:15][O:14][N:13]=2)[CH:5]=[CH:6][C:7]=1[F:8]. (6) Given the reactants [CH:1]1([O:9][CH2:10][C:11]([OH:13])=[O:12])[CH2:8][CH2:7][CH2:6][CH:5]=[CH:4][CH2:3][CH2:2]1.[N+](=[CH2:16])=[N-].CC1C=CC(S(N(N=O)C)(=O)=O)=CC=1.[OH-].[Na+], predict the reaction product. The product is: [CH:1]1([O:9][CH2:10][C:11]([O:13][CH3:16])=[O:12])[CH2:2][CH2:3][CH2:4][CH:5]=[CH:6][CH2:7][CH2:8]1. (7) Given the reactants [N:1]1([C:10]2[S:14][C:13]([C:15]([O:17]C)=O)=[C:12]([O:19][CH2:20][C:21]3[CH:26]=[CH:25][CH:24]=[CH:23][C:22]=3C)[CH:11]=2)[C:5]2[CH:6]=[CH:7][CH:8]=[CH:9][C:4]=2[N:3]=[CH:2]1.[NH3:28], predict the reaction product. The product is: [N:1]1([C:10]2[S:14][C:13]([C:15]([NH2:28])=[O:17])=[C:12]([O:19][CH2:20][C:21]3[CH:26]=[CH:25][CH:24]=[CH:23][CH:22]=3)[CH:11]=2)[C:5]2[CH:6]=[CH:7][CH:8]=[CH:9][C:4]=2[N:3]=[CH:2]1. (8) The product is: [CH:33]1([NH:39][C:3]([C:4]2[CH:22]=[C:21]([C:12]3[CH:13]=[C:14]([C:17]([F:20])([F:19])[F:18])[CH:15]=[CH:16][C:11]=3[C:10]([F:26])([F:25])[F:9])[N:32]([CH2:31][CH2:30][CH:27]3[CH2:29][CH2:28]3)[C:5]=2[CH3:6])=[O:2])[CH2:38][CH2:37][CH2:36][CH2:35][CH2:34]1. Given the reactants C[O:2][C:3](=O)[CH2:4][C:5](=O)[CH3:6].[F:9][C:10]([F:26])([F:25])[C:11]1[CH:16]=[CH:15][C:14]([C:17]([F:20])([F:19])[F:18])=[CH:13][C:12]=1[C:21](=O)[CH2:22]Br.[CH:27]1([CH2:30][CH2:31][NH2:32])[CH2:29][CH2:28]1.[CH:33]1([NH2:39])[CH2:38][CH2:37][CH2:36][CH2:35][CH2:34]1, predict the reaction product.